Dataset: NCI-60 drug combinations with 297,098 pairs across 59 cell lines. Task: Regression. Given two drug SMILES strings and cell line genomic features, predict the synergy score measuring deviation from expected non-interaction effect. (1) Drug 1: C1CCN(CC1)CCOC2=CC=C(C=C2)C(=O)C3=C(SC4=C3C=CC(=C4)O)C5=CC=C(C=C5)O. Drug 2: CC(C)CN1C=NC2=C1C3=CC=CC=C3N=C2N. Cell line: MOLT-4. Synergy scores: CSS=3.67, Synergy_ZIP=2.93, Synergy_Bliss=4.75, Synergy_Loewe=-4.06, Synergy_HSA=-3.22. (2) Drug 1: CC1=C(N=C(N=C1N)C(CC(=O)N)NCC(C(=O)N)N)C(=O)NC(C(C2=CN=CN2)OC3C(C(C(C(O3)CO)O)O)OC4C(C(C(C(O4)CO)O)OC(=O)N)O)C(=O)NC(C)C(C(C)C(=O)NC(C(C)O)C(=O)NCCC5=NC(=CS5)C6=NC(=CS6)C(=O)NCCC[S+](C)C)O. Drug 2: CC(C)(C#N)C1=CC(=CC(=C1)CN2C=NC=N2)C(C)(C)C#N. Cell line: A498. Synergy scores: CSS=17.0, Synergy_ZIP=-6.63, Synergy_Bliss=-2.22, Synergy_Loewe=-1.24, Synergy_HSA=-1.27.